Dataset: Peptide-MHC class II binding affinity with 134,281 pairs from IEDB. Task: Regression. Given a peptide amino acid sequence and an MHC pseudo amino acid sequence, predict their binding affinity value. This is MHC class II binding data. The peptide sequence is KVIDFHYPNELLQEYNWELA. The MHC is HLA-DQA10301-DQB10302 with pseudo-sequence HLA-DQA10301-DQB10302. The binding affinity (normalized) is 0.